This data is from Peptide-MHC class I binding affinity with 185,985 pairs from IEDB/IMGT. The task is: Regression. Given a peptide amino acid sequence and an MHC pseudo amino acid sequence, predict their binding affinity value. This is MHC class I binding data. (1) The peptide sequence is STTGEWPLII. The MHC is HLA-A02:02 with pseudo-sequence HLA-A02:02. The binding affinity (normalized) is 0.0297. (2) The peptide sequence is GEAMDTISV. The MHC is HLA-B39:01 with pseudo-sequence HLA-B39:01. The binding affinity (normalized) is 0.0847. (3) The peptide sequence is RSLYNTVATLY. The MHC is HLA-A29:02 with pseudo-sequence HLA-A29:02. The binding affinity (normalized) is 0.488. (4) The peptide sequence is YRNFSFSLK. The MHC is HLA-A02:01 with pseudo-sequence HLA-A02:01. The binding affinity (normalized) is 0.0847. (5) The peptide sequence is SSYIDFENTK. The MHC is HLA-A11:01 with pseudo-sequence HLA-A11:01. The binding affinity (normalized) is 1.00. (6) The peptide sequence is ETTILDVDLR. The MHC is HLA-A68:01 with pseudo-sequence HLA-A68:01. The binding affinity (normalized) is 0.648. (7) The peptide sequence is APKEFRGAL. The MHC is HLA-B48:01 with pseudo-sequence HLA-B48:01. The binding affinity (normalized) is 0.0847.